From a dataset of Ames mutagenicity test results for genotoxicity prediction. Regression/Classification. Given a drug SMILES string, predict its toxicity properties. Task type varies by dataset: regression for continuous values (e.g., LD50, hERG inhibition percentage) or binary classification for toxic/non-toxic outcomes (e.g., AMES mutagenicity, cardiotoxicity, hepatotoxicity). Dataset: ames. (1) The molecule is C=CC(O)c1ccc2c(c1)OCO2. The result is 0 (non-mutagenic). (2) The compound is CN(C)CCC=C1c2ccccc2CCc2ccccc21. The result is 0 (non-mutagenic). (3) The molecule is c1cc2ccc3ccc4ccc5cccc6c(c1)c2c3c4c56. The result is 1 (mutagenic). (4) The molecule is O=c1oc2cc(O)ccc2c2oc3cc(O)ccc3c12. The result is 0 (non-mutagenic). (5) The drug is NC(=O)Nc1nc2ccccc2[nH]1. The result is 1 (mutagenic).